From a dataset of Catalyst prediction with 721,799 reactions and 888 catalyst types from USPTO. Predict which catalyst facilitates the given reaction. Reactant: [F:1][C:2]([F:26])([F:25])[O:3][C:4]1[CH:9]=[CH:8][C:7]([C:10]2[C:14]3[CH2:15][CH2:16][C:17]4[CH:22]=[C:21]([CH:23]=C)[CH:20]=[CH:19][C:18]=4[C:13]=3[O:12][N:11]=2)=[CH:6][CH:5]=1.I([O-])(=O)(=O)=[O:28].[Na+]. Product: [F:26][C:2]([F:1])([F:25])[O:3][C:4]1[CH:5]=[CH:6][C:7]([C:10]2[C:14]3[CH2:15][CH2:16][C:17]4[CH:22]=[C:21]([CH:23]=[O:28])[CH:20]=[CH:19][C:18]=4[C:13]=3[O:12][N:11]=2)=[CH:8][CH:9]=1. The catalyst class is: 822.